This data is from Reaction yield outcomes from USPTO patents with 853,638 reactions. The task is: Predict the reaction yield, written as a fraction of the theoretical maximum amount of product (1.0 means a 100% yield; for example, 0.34 means a 34% yield). (1) The reactants are Cl[C:2]1[N:7]=[C:6]([N:8]2[CH2:13][CH2:12][O:11][CH2:10][CH2:9]2)[N:5]=[C:4]([N:14]2[C:18]3[CH:19]=[CH:20][CH:21]=[C:22]([O:23][CH3:24])[C:17]=3[N:16]=[C:15]2[CH:25]([F:27])[F:26])[N:3]=1.[NH:28]1[CH:32]=[CH:31][N:30]=[CH:29]1. No catalyst specified. The product is [F:27][CH:25]([F:26])[C:15]1[N:14]([C:4]2[N:3]=[C:2]([N:28]3[CH:32]=[CH:31][N:30]=[CH:29]3)[N:7]=[C:6]([N:8]3[CH2:9][CH2:10][O:11][CH2:12][CH2:13]3)[N:5]=2)[C:18]2[CH:19]=[CH:20][CH:21]=[C:22]([O:23][CH3:24])[C:17]=2[N:16]=1. The yield is 0.710. (2) The reactants are C([N-]C(C)C)(C)C.[Li+].[Cl:9][C:10]1[CH:15]=[CH:14][C:13]([CH2:16][C:17]([OH:19])=[O:18])=[CH:12][CH:11]=1.I[CH2:21][CH:22]1[CH2:26][CH2:25][CH2:24][CH2:23]1. The catalyst is O1CCCC1.CN1CCCN(C)C1=O.CN1CCCN(C)C1=O. The product is [Cl:9][C:10]1[CH:11]=[CH:12][C:13]([CH:16]([CH2:21][CH:22]2[CH2:26][CH2:25][CH2:24][CH2:23]2)[C:17]([OH:19])=[O:18])=[CH:14][CH:15]=1. The yield is 0.791. (3) The catalyst is C1COCC1. The reactants are CC([O-:5])(C)C.[K+].[C:7]1([CH:13]([C:15]([CH:17]2[CH2:22][CH2:21][CH2:20][CH2:19][CH2:18]2)=O)[CH3:14])[CH:12]=[CH:11][CH:10]=[CH:9][CH:8]=1.[CH2:23](Br)[CH:24]=[CH2:25]. The product is [C:7]1([C:13]2([CH3:14])[CH2:15][CH:17]([C:22](=[O:5])[CH:21]=[CH:20][CH2:19][CH3:18])[CH2:25][CH2:24][CH2:23]2)[CH:8]=[CH:9][CH:10]=[CH:11][CH:12]=1. The yield is 0.916. (4) The reactants are Br[C:2]1[C:3]([F:28])=[C:4]([N:8]2[CH:13]=[C:12]([O:14][CH3:15])[C:11](=[O:16])[C:10]([C:17]3[N:21]([C:22]4[CH:27]=[CH:26][CH:25]=[CH:24][CH:23]=4)[N:20]=[CH:19][CH:18]=3)=[N:9]2)[CH:5]=[CH:6][CH:7]=1.Cl.[F:30][C:31]1([F:36])[CH2:35][CH2:34][NH:33][CH2:32]1.CC([O-])(C)C.[Na+].CC1(C)C2C(=C(P(C3C=CC=CC=3)C3C=CC=CC=3)C=CC=2)OC2C(P(C3C=CC=CC=3)C3C=CC=CC=3)=CC=CC1=2. The catalyst is O1CCOCC1.C1C=CC(/C=C/C(/C=C/C2C=CC=CC=2)=O)=CC=1.C1C=CC(/C=C/C(/C=C/C2C=CC=CC=2)=O)=CC=1.C1C=CC(/C=C/C(/C=C/C2C=CC=CC=2)=O)=CC=1.[Pd].[Pd]. The product is [F:30][C:31]1([F:36])[CH2:35][CH2:34][N:33]([C:2]2[C:3]([F:28])=[C:4]([N:8]3[CH:13]=[C:12]([O:14][CH3:15])[C:11](=[O:16])[C:10]([C:17]4[N:21]([C:22]5[CH:27]=[CH:26][CH:25]=[CH:24][CH:23]=5)[N:20]=[CH:19][CH:18]=4)=[N:9]3)[CH:5]=[CH:6][CH:7]=2)[CH2:32]1. The yield is 0.510.